This data is from Orexin1 receptor HTS with 218,158 compounds and 233 confirmed actives. The task is: Binary Classification. Given a drug SMILES string, predict its activity (active/inactive) in a high-throughput screening assay against a specified biological target. The drug is Brc1ccc(S(=O)(=O)N(CC(=O)NC2CS(=O)(=O)CC2)CC)cc1. The result is 0 (inactive).